This data is from Forward reaction prediction with 1.9M reactions from USPTO patents (1976-2016). The task is: Predict the product of the given reaction. Given the reactants [Si:1]([O:8][CH2:9][CH:10]([C:12]1[C:13]([O:23][CH2:24][CH3:25])=[C:14]([C:20](=[O:22])[CH3:21])[CH:15]=[C:16]([Cl:19])[C:17]=1[F:18])[OH:11])([C:4]([CH3:7])([CH3:6])[CH3:5])([CH3:3])[CH3:2].C(N(CC)CC)C.[CH3:33][S:34](O[S:34]([CH3:33])(=[O:36])=[O:35])(=[O:36])=[O:35], predict the reaction product. The product is: [CH3:33][S:34]([O:11][CH:10]([C:12]1[C:17]([F:18])=[C:16]([Cl:19])[CH:15]=[C:14]([C:20](=[O:22])[CH3:21])[C:13]=1[O:23][CH2:24][CH3:25])[CH2:9][O:8][Si:1]([C:4]([CH3:7])([CH3:6])[CH3:5])([CH3:3])[CH3:2])(=[O:36])=[O:35].